Dataset: Reaction yield outcomes from USPTO patents with 853,638 reactions. Task: Predict the reaction yield, written as a fraction of the theoretical maximum amount of product (1.0 means a 100% yield; for example, 0.34 means a 34% yield). (1) The reactants are [OH:1][C:2]1[C:7]2[C:8](=[O:22])[N:9]([C:16]3[CH:21]=[CH:20][CH:19]=[CH:18][CH:17]=3)[C:10]3[CH:11]=[CH:12][CH:13]=[CH:14][C:15]=3[C:6]=2[O:5][C:4](=[O:23])[C:3]=1[S:24][C:25]1[CH:30]=[CH:29][C:28]([OH:31])=[CH:27][CH:26]=1.Br[CH2:33][CH2:34][O:35][CH3:36].C(=O)([O-])[O-].[K+].[K+].C(OCC)(=O)C. The catalyst is CN(C)C=O. The yield is 0.680. The product is [OH:1][C:2]1[C:7]2[C:8](=[O:22])[N:9]([C:16]3[CH:17]=[CH:18][CH:19]=[CH:20][CH:21]=3)[C:10]3[CH:11]=[CH:12][CH:13]=[CH:14][C:15]=3[C:6]=2[O:5][C:4](=[O:23])[C:3]=1[S:24][C:25]1[CH:26]=[CH:27][C:28]([O:31][CH2:33][CH2:34][O:35][CH3:36])=[CH:29][CH:30]=1. (2) The reactants are [F:1][C:2]1[CH:14]=[C:13]2[C:5]([C:6]3[CH:7]=[C:8]([CH3:15])[CH:9]=[CH:10][C:11]=3[NH:12]2)=[CH:4][CH:3]=1.ClC1C(=O)C(C#N)=C(C#N)C(=[O:24])C=1Cl. The catalyst is CO.O. The product is [F:1][C:2]1[CH:14]=[C:13]2[C:5]([C:6]3[CH:7]=[C:8]([CH:15]=[O:24])[CH:9]=[CH:10][C:11]=3[NH:12]2)=[CH:4][CH:3]=1. The yield is 0.580. (3) The reactants are [CH2:1]([O:8][C:9]1[CH:15]=[C:14]([F:16])[C:13]([F:17])=[CH:12][C:10]=1[NH2:11])[C:2]1[CH:7]=[CH:6][CH:5]=[CH:4][CH:3]=1.[N:18]([O-])=O.[Na+].O.O.[Sn](Cl)Cl.[OH-].[Na+]. The catalyst is Cl.O.C(Cl)Cl. The product is [CH2:1]([O:8][C:9]1[CH:15]=[C:14]([F:16])[C:13]([F:17])=[CH:12][C:10]=1[NH:11][NH2:18])[C:2]1[CH:3]=[CH:4][CH:5]=[CH:6][CH:7]=1. The yield is 0.640. (4) The reactants are [Br:1][C:2]1[CH:3]=[N:4][CH:5]=[CH:6][C:7]=1[O:8][CH2:9][CH:10]1[CH2:12][CH2:11]1.ClC1C=C(C(OO)=[O:21])C=CC=1. The catalyst is ClCCl. The product is [Br:1][C:2]1[CH:3]=[N+:4]([O-:21])[CH:5]=[CH:6][C:7]=1[O:8][CH2:9][CH:10]1[CH2:11][CH2:12]1. The yield is 0.890. (5) The reactants are [Br:1][C:2]1[CH:21]=[CH:20][C:5]([CH2:6][C:7]2[NH:8][CH:9]=[C:10]([C:12]3[CH:17]=[CH:16][C:15]([Cl:18])=[CH:14][C:13]=3[Cl:19])[N:11]=2)=[CH:4][CH:3]=1.[CH3:22][O:23][C:24](=[O:35])[C:25]1[CH:30]=[CH:29][C:28](F)=[CH:27][C:26]=1[N+:32]([O-:34])=[O:33]. No catalyst specified. The product is [CH3:22][O:23][C:24](=[O:35])[C:25]1[CH:30]=[CH:29][C:28]([N:8]2[CH:9]=[C:10]([C:12]3[CH:17]=[CH:16][C:15]([Cl:18])=[CH:14][C:13]=3[Cl:19])[N:11]=[C:7]2[CH2:6][C:5]2[CH:20]=[CH:21][C:2]([Br:1])=[CH:3][CH:4]=2)=[CH:27][C:26]=1[N+:32]([O-:34])=[O:33]. The yield is 0.670. (6) The reactants are [C:1]([O:13]C)(=O)[C:2]1[CH:11]=[CH:10][CH:9]=[C:4]([C:5]([O:7][CH3:8])=[O:6])[CH:3]=1.[CH3:15][C:16]([CH3:18])=[O:17].[H-].[Na+].Cl. The catalyst is C1(C)C=CC=CC=1.C(COC)OC.C1(C)C=CC=CC=1.O. The product is [CH3:8][O:7][C:5](=[O:6])[C:4]1[CH:9]=[CH:10][CH:11]=[C:2]([C:1](=[O:13])[CH2:15][C:16](=[O:17])[CH3:18])[CH:3]=1. The yield is 0.110. (7) The reactants are [C:1]([C:3]1[CH:8]=[CH:7][CH:6]=[CH:5][C:4]=1[C:9]1[CH:14]=[CH:13][C:12]([CH2:15][C:16]2[C:17](=[O:42])[N:18]([C@H:28]3[CH2:33][CH2:32][C@H:31]([O:34][CH2:35][C:36](N(OC)C)=[O:37])[CH2:30][CH2:29]3)[C:19]3[N:20]([N:25]=[CH:26][CH:27]=3)[C:21]=2[CH2:22][CH2:23][CH3:24])=[CH:11][CH:10]=1)#[N:2].[CH:43]1([Mg]Br)[CH2:45][CH2:44]1.C(OCC)(=O)C. The catalyst is O1CCCC1. The product is [CH:43]1([CH:36]([OH:37])[CH2:35][O:34][C@H:31]2[CH2:30][CH2:29][C@H:28]([N:18]3[C:17](=[O:42])[C:16]([CH2:15][C:12]4[CH:13]=[CH:14][C:9]([C:4]5[C:3]([C:1]#[N:2])=[CH:8][CH:7]=[CH:6][CH:5]=5)=[CH:10][CH:11]=4)=[C:21]([CH2:22][CH2:23][CH3:24])[N:20]4[N:25]=[CH:26][CH:27]=[C:19]34)[CH2:33][CH2:32]2)[CH2:45][CH2:44]1. The yield is 0.810. (8) The reactants are [NH2:1][C:2]1[CH:7]=[CH:6][C:5]([C:8]2[N:13]=[C:12]([N:14]3[CH:19]([CH3:20])[CH2:18][O:17][CH2:16][CH:15]3[CH3:21])[N:11]=[C:10]([C:22]3[CH:27]=[CH:26][C:25]([NH:28][C:29]([NH:31][CH3:32])=[O:30])=[CH:24][CH:23]=3)[N:9]=2)=[CH:4][CH:3]=1.[C:33]([C:36]1[CH:37]=[C:38]([NH:42][C:43](=O)[O:44]C2C=CC=CC=2)[CH:39]=[CH:40][CH:41]=1)(=[O:35])[NH2:34]. No catalyst specified. The product is [CH3:21][CH:15]1[CH2:16][O:17][CH2:18][CH:19]([CH3:20])[N:14]1[C:12]1[N:11]=[C:10]([C:22]2[CH:27]=[CH:26][C:25]([NH:28][C:29](=[O:30])[NH:31][CH3:32])=[CH:24][CH:23]=2)[N:9]=[C:8]([C:5]2[CH:4]=[CH:3][C:2]([NH:1][C:43]([NH:42][C:38]3[CH:37]=[C:36]([CH:41]=[CH:40][CH:39]=3)[C:33]([NH2:34])=[O:35])=[O:44])=[CH:7][CH:6]=2)[N:13]=1. The yield is 0.0410. (9) The reactants are Br[C:2]1[CH:7]=[C:6]([Br:8])[CH:5]=[CH:4][N:3]=1.[Br-].[CH:10]1([Zn+])[CH2:12][CH2:11]1.C([O-])(O)=O.[Na+]. The catalyst is O1CCCC1.CCOC(C)=O.C1C=CC([P]([Pd]([P](C2C=CC=CC=2)(C2C=CC=CC=2)C2C=CC=CC=2)([P](C2C=CC=CC=2)(C2C=CC=CC=2)C2C=CC=CC=2)[P](C2C=CC=CC=2)(C2C=CC=CC=2)C2C=CC=CC=2)(C2C=CC=CC=2)C2C=CC=CC=2)=CC=1. The product is [Br:8][C:6]1[CH:5]=[CH:4][N:3]=[C:2]([CH:10]2[CH2:12][CH2:11]2)[CH:7]=1. The yield is 0.850. (10) The reactants are [OH:1][C:2]1[CH:10]=[CH:9][C:8]([C:11]2[N:12]([C:27]([O:29][C:30]([CH3:33])([CH3:32])[CH3:31])=[O:28])[C:13]3[C:18]([CH:19]=2)=[CH:17][C:16]([CH2:20][N:21]2[CH2:26][CH2:25][CH2:24][CH2:23][CH2:22]2)=[CH:15][CH:14]=3)=[C:7]2[C:3]=1[CH2:4][NH:5][C:6]2=[O:34].C(N(CC)CC)C.[CH3:42][S:43](Cl)(=[O:45])=[O:44].O. The catalyst is ClCCl. The product is [CH3:42][S:43]([O:1][C:2]1[CH:10]=[CH:9][C:8]([C:11]2[N:12]([C:27]([O:29][C:30]([CH3:31])([CH3:33])[CH3:32])=[O:28])[C:13]3[C:18]([CH:19]=2)=[CH:17][C:16]([CH2:20][N:21]2[CH2:26][CH2:25][CH2:24][CH2:23][CH2:22]2)=[CH:15][CH:14]=3)=[C:7]2[C:3]=1[CH2:4][NH:5][C:6]2=[O:34])(=[O:45])=[O:44]. The yield is 0.610.